Dataset: Forward reaction prediction with 1.9M reactions from USPTO patents (1976-2016). Task: Predict the product of the given reaction. Given the reactants [N+:1]([O-:4])(O)=[O:2].[Br:5][C:6]1[CH:27]=[CH:26][C:9]2[C:10]([NH:19][CH:20]([CH3:25])[C:21]([CH3:24])([CH3:23])[CH3:22])=[N:11][C:12]3[CH:13]=[CH:14][NH:15][C:16](=[O:18])[C:17]=3[C:8]=2[CH:7]=1, predict the reaction product. The product is: [Br:5][C:6]1[CH:27]=[CH:26][C:9]2[C:10]([NH:19][CH:20]([CH3:25])[C:21]([CH3:22])([CH3:23])[CH3:24])=[N:11][C:12]3[C:13]([N+:1]([O-:4])=[O:2])=[CH:14][NH:15][C:16](=[O:18])[C:17]=3[C:8]=2[CH:7]=1.